This data is from Reaction yield outcomes from USPTO patents with 853,638 reactions. The task is: Predict the reaction yield, written as a fraction of the theoretical maximum amount of product (1.0 means a 100% yield; for example, 0.34 means a 34% yield). The reactants are [H-].[Al+3].[Li+].[H-].[H-].[H-].[C:7]([C:10]1[CH:15]=[CH:14][C:13]([O:16][CH3:17])=[CH:12][C:11]=1[CH2:18][CH2:19][O:20]C(=O)C)(=O)[CH3:8].C(OCC)(=O)C. The catalyst is C(OCC)C.O.[OH-].[Na+].CCCCCC. The product is [CH2:7]([C:10]1[CH:15]=[CH:14][C:13]([O:16][CH3:17])=[CH:12][C:11]=1[CH2:18][CH2:19][OH:20])[CH3:8]. The yield is 0.790.